Dataset: Peptide-MHC class I binding affinity with 185,985 pairs from IEDB/IMGT. Task: Regression. Given a peptide amino acid sequence and an MHC pseudo amino acid sequence, predict their binding affinity value. This is MHC class I binding data. (1) The peptide sequence is LSAEELMSL. The MHC is HLA-A02:06 with pseudo-sequence HLA-A02:06. The binding affinity (normalized) is 0.613. (2) The peptide sequence is FMYSDFHFI. The MHC is HLA-A02:01 with pseudo-sequence HLA-A02:01. The binding affinity (normalized) is 0.865. (3) The peptide sequence is IFMLQKCDL. The MHC is HLA-A02:01 with pseudo-sequence HLA-A02:01. The binding affinity (normalized) is 0.0847. (4) The peptide sequence is YMYDFILRF. The MHC is HLA-B45:06 with pseudo-sequence HLA-B45:06. The binding affinity (normalized) is 0.213. (5) The peptide sequence is RAIRGEQLLS. The MHC is HLA-B27:05 with pseudo-sequence HLA-B27:05. The binding affinity (normalized) is 0.145.